Dataset: Reaction yield outcomes from USPTO patents with 853,638 reactions. Task: Predict the reaction yield, written as a fraction of the theoretical maximum amount of product (1.0 means a 100% yield; for example, 0.34 means a 34% yield). (1) The reactants are [CH3:1][N:2]1[C:6]([CH3:7])=[C:5]([C:8]([OH:10])=O)[CH:4]=[N:3]1.O1CCCC1.C(Cl)(=O)C(Cl)=O.[NH2:22][C:23]1[CH:24]=[C:25]([CH:42]=[CH:43][C:44]=1[F:45])[O:26][C:27]1[CH:28]=[CH:29][C:30]2[N:31]([CH:33]=[C:34]([NH:36][C:37]([CH:39]3[CH2:41][CH2:40]3)=[O:38])[N:35]=2)[N:32]=1. The catalyst is CN(C)C=O.CN1CCCC1=O. The product is [CH:39]1([C:37]([NH:36][C:34]2[N:35]=[C:30]3[CH:29]=[CH:28][C:27]([O:26][C:25]4[CH:42]=[CH:43][C:44]([F:45])=[C:23]([NH:22][C:8]([C:5]5[CH:4]=[N:3][N:2]([CH3:1])[C:6]=5[CH3:7])=[O:10])[CH:24]=4)=[N:32][N:31]3[CH:33]=2)=[O:38])[CH2:40][CH2:41]1. The yield is 0.470. (2) The reactants are [Cl:1][C:2]1[CH:7]=[CH:6][CH:5]=[CH:4][C:3]=1[C:8]1[CH:17]=[C:16]([NH:18][C:19](=[O:23])[CH:20]([CH3:22])[CH3:21])[CH:15]=[C:14]2[C:9]=1[CH2:10][CH2:11][NH:12][CH2:13]2.C(N(CC)CC)C.[C:31](Cl)(=[O:38])[C:32]1[CH:37]=[CH:36][CH:35]=[CH:34][CH:33]=1. The catalyst is CC(N(C)C)=O. The product is [C:31]([N:12]1[CH2:11][CH2:10][C:9]2[C:14](=[CH:15][C:16]([NH:18][C:19](=[O:23])[CH:20]([CH3:21])[CH3:22])=[CH:17][C:8]=2[C:3]2[CH:4]=[CH:5][CH:6]=[CH:7][C:2]=2[Cl:1])[CH2:13]1)(=[O:38])[C:32]1[CH:37]=[CH:36][CH:35]=[CH:34][CH:33]=1. The yield is 0.270. (3) The reactants are C[O:2][C:3]1[CH:8]=[C:7]([C:9]2[CH:18]=[CH:17][C:16]3[C:11](=[CH:12][CH:13]=[C:14]([O:19]C)[CH:15]=3)[CH:10]=2)[CH:6]=[CH:5][C:4]=1[NH:21][C:22](=[O:24])[CH3:23].B(Br)(Br)Br. No catalyst specified. The product is [OH:2][C:3]1[CH:8]=[C:7]([C:9]2[CH:18]=[CH:17][C:16]3[C:11](=[CH:12][CH:13]=[C:14]([OH:19])[CH:15]=3)[CH:10]=2)[CH:6]=[CH:5][C:4]=1[NH:21][C:22](=[O:24])[CH3:23]. The yield is 0.450. (4) The reactants are [Br:1][C:2]1[S:6][C:5]([C:7]([OH:9])=O)=[CH:4][CH:3]=1.Cl.[CH2:11]([O:13][C:14](=[O:24])[C@H:15]([CH2:17][CH2:18][C:19]([O:21][CH2:22][CH3:23])=[O:20])[NH2:16])[CH3:12]. No catalyst specified. The product is [CH2:11]([O:13][C:14](=[O:24])[C@@H:15]([NH:16][C:7]([C:5]1[S:6][C:2]([Br:1])=[CH:3][CH:4]=1)=[O:9])[CH2:17][CH2:18][C:19]([O:21][CH2:22][CH3:23])=[O:20])[CH3:12]. The yield is 0.720. (5) The reactants are [NH2:1][CH:2]([C:8]1[C:13]([Cl:14])=[CH:12][C:11]([Br:15])=[CH:10][N:9]=1)C(OCC)=O. The catalyst is Cl. The product is [ClH:14].[Br:15][C:11]1[CH:12]=[C:13]([Cl:14])[C:8]([CH2:2][NH2:1])=[N:9][CH:10]=1. The yield is 0.650.